This data is from Reaction yield outcomes from USPTO patents with 853,638 reactions. The task is: Predict the reaction yield, written as a fraction of the theoretical maximum amount of product (1.0 means a 100% yield; for example, 0.34 means a 34% yield). The reactants are [NH2:1][C:2]1[N:3]=[CH:4][C:5]([C:8]([O:10][CH3:11])=[O:9])=[N:6][CH:7]=1.[Br:12]N1C(=O)CCC1=O. The catalyst is C(#N)C. The product is [NH2:1][C:2]1[N:3]=[CH:4][C:5]([C:8]([O:10][CH3:11])=[O:9])=[N:6][C:7]=1[Br:12]. The yield is 0.470.